Dataset: Catalyst prediction with 721,799 reactions and 888 catalyst types from USPTO. Task: Predict which catalyst facilitates the given reaction. (1) Reactant: [CH3:1][NH:2][C:3]1[C:12]([CH2:13]O)=[CH:11][C:10]2[CH:9]=[C:8]3[O:15][CH2:16][O:17][C:7]3=[CH:6][C:5]=2[N:4]=1.O=S(Cl)[Cl:20]. Product: [ClH:20].[Cl:20][CH2:13][C:12]1[C:3]([NH:2][CH3:1])=[N:4][C:5]2[CH:6]=[C:7]3[O:17][CH2:16][O:15][C:8]3=[CH:9][C:10]=2[CH:11]=1. The catalyst class is: 2. (2) Reactant: [H-].[Na+].[OH:3][CH2:4][CH2:5][C:6]1[N:7]([CH2:11][CH2:12][CH2:13][CH2:14][C:15]2[CH:20]=[CH:19][C:18]([OH:21])=[CH:17][CH:16]=2)[CH:8]=[CH:9][N:10]=1.Cl[CH2:23][C:24]1[N:25]=[C:26](/[CH:29]=[CH:30]/[C:31]2[CH:36]=[CH:35][C:34]([Cl:37])=[CH:33][CH:32]=2)[O:27][CH:28]=1.O. Product: [Cl:37][C:34]1[CH:35]=[CH:36][C:31](/[CH:30]=[CH:29]/[C:26]2[O:27][CH:28]=[C:24]([CH2:23][O:21][C:18]3[CH:17]=[CH:16][C:15]([CH2:14][CH2:13][CH2:12][CH2:11][N:7]4[CH:8]=[CH:9][N:10]=[C:6]4[CH2:5][CH2:4][OH:3])=[CH:20][CH:19]=3)[N:25]=2)=[CH:32][CH:33]=1. The catalyst class is: 3. (3) Reactant: C(=O)(O)[O-:2].[Na+].Cl.NO.[F:9][C:10]([F:22])([F:21])[CH:11]([C:13]1[CH:18]=[CH:17][N:16]=[C:15]([C:19]#[N:20])[CH:14]=1)[CH3:12]. Product: [F:22][C:10]([F:9])([F:21])[CH:11]([C:13]1[CH:18]=[CH:17][N:16]=[C:15]([C:19]([NH2:20])=[O:2])[CH:14]=1)[CH3:12]. The catalyst class is: 8. (4) Reactant: [Cl:1][C:2]1[CH:10]=[C:9]2[C:5]([CH:6]=[CH:7][NH:8]2)=[CH:4][C:3]=1[C:11]1[CH:16]=[CH:15][C:14]([O:17][CH3:18])=[CH:13][CH:12]=1.[CH3:19]C#N.[OH-:22].[Na+]. Product: [Cl:1][C:2]1[CH:10]=[C:9]2[C:5]([C:6]([CH:19]=[O:22])=[CH:7][NH:8]2)=[CH:4][C:3]=1[C:11]1[CH:16]=[CH:15][C:14]([O:17][CH3:18])=[CH:13][CH:12]=1. The catalyst class is: 6. (5) Reactant: C(P(C(C)(C)C)C(C)(C)C)(C)(C)C.Br[C:15]1[CH:20]=[CH:19][C:18]([C:21]2[CH:26]=[CH:25][C:24]([N:27]([C:34]3[CH:39]=[CH:38][CH:37]=[CH:36][CH:35]=3)[C:28]3[CH:33]=[CH:32][CH:31]=[CH:30][CH:29]=3)=[CH:23][CH:22]=2)=[CH:17][CH:16]=1.[NH2:40][C:41]1[CH:46]=[CH:45][CH:44]=[CH:43][CH:42]=1.C(O[Na])(C)(C)C. Product: [C:28]1([N:27]([C:34]2[CH:39]=[CH:38][CH:37]=[CH:36][CH:35]=2)[C:24]2[CH:25]=[CH:26][C:21]([C:18]3[CH:19]=[CH:20][C:15]([NH:40][C:41]4[CH:46]=[CH:45][CH:44]=[CH:43][CH:42]=4)=[CH:16][CH:17]=3)=[CH:22][CH:23]=2)[CH:33]=[CH:32][CH:31]=[CH:30][CH:29]=1. The catalyst class is: 11. (6) Reactant: C(OC(=O)[NH:10][C:11]1[CH:16]=[C:15]([Br:17])[CH:14]=[C:13]([C:18]2[O:19][C:20]3[CH:26]=[CH:25][CH:24]=[CH:23][C:21]=3[N:22]=2)[CH:12]=1)C1C=CC=CC=1.B(F)(F)F.CCOCC.CSC. Product: [O:19]1[C:20]2[CH:26]=[CH:25][CH:24]=[CH:23][C:21]=2[N:22]=[C:18]1[C:13]1[CH:12]=[C:11]([NH2:10])[CH:16]=[C:15]([Br:17])[CH:14]=1. The catalyst class is: 22. (7) Reactant: [F:1][C:2]1[CH:28]=[CH:27][C:5]([O:6][C:7]2[CH:22]=[C:21]([C:23]([F:26])([F:25])[F:24])[CH:20]=[CH:19][C:8]=2[C:9]([NH:11][C:12]2[CH:17]=[CH:16][NH:15][C:14](=[O:18])[CH:13]=2)=[O:10])=[C:4]([CH3:29])[CH:3]=1.C(OCC)(=O)C.N12CCN(CC1)CC2.[Cl:44][C:45](OCCl)=O. Product: [Cl:44][CH2:45][N:15]1[CH:16]=[CH:17][C:12]([NH:11][C:9](=[O:10])[C:8]2[CH:19]=[CH:20][C:21]([C:23]([F:26])([F:24])[F:25])=[CH:22][C:7]=2[O:6][C:5]2[CH:27]=[CH:28][C:2]([F:1])=[CH:3][C:4]=2[CH3:29])=[CH:13][C:14]1=[O:18]. The catalyst class is: 136.